Dataset: Forward reaction prediction with 1.9M reactions from USPTO patents (1976-2016). Task: Predict the product of the given reaction. Given the reactants O.[CH2:2]([O:9][C:10]1[C:11](=[O:23])[CH:12]=[C:13]([CH:17]([OH:22])[C:18]([F:21])([F:20])[F:19])[N:14]([CH3:16])[CH:15]=1)[C:3]1[CH:8]=[CH:7][CH:6]=[CH:5][CH:4]=1.C(N(CC)CC)C.[CH3:31][S:32](Cl)(=[O:34])=[O:33], predict the reaction product. The product is: [CH2:2]([O:9][C:10]1[C:11](=[O:23])[CH:12]=[C:13]([CH:17]([O:22][S:32]([CH3:31])(=[O:34])=[O:33])[C:18]([F:21])([F:19])[F:20])[N:14]([CH3:16])[CH:15]=1)[C:3]1[CH:8]=[CH:7][CH:6]=[CH:5][CH:4]=1.